This data is from Experimentally validated miRNA-target interactions with 360,000+ pairs, plus equal number of negative samples. The task is: Binary Classification. Given a miRNA mature sequence and a target amino acid sequence, predict their likelihood of interaction. (1) The miRNA is hsa-miR-211-5p with sequence UUCCCUUUGUCAUCCUUCGCCU. The protein sequence of the target gene is MSKQQPTQFINPETPGYVGFANLPNQVHRKSVKKGFEFTLMVVGESGLGKSTLINSLFLTDLYPERIIPGAAEKIERTVQIEASTVEIEERGVKLRLTVVDTPGYGDAINCRDCFKTIISYIDEQFERYLHDESGLNRRHIIDNRVHCCFYFISPFGHGLKPLDVAFMKAIHNKVNIVPVIAKADTLTLKERERLKKRILDEIEEHSIKIYHLPDAESDEDEDFKEQTRLLKASIPFSVVGSNQLIEAKGKKVRGRLYPWGVVEVENPEHNDFLKLRTMLITHMQDLQEVTQDLHYENFR.... Result: 0 (no interaction). (2) The miRNA is hsa-miR-3614-5p with sequence CCACUUGGAUCUGAAGGCUGCCC. The protein sequence of the target gene is MNGEEEFFDAVTGFDSDNSSIGEFSEANKISGMIDLDTSKSTRSGKNGEKPQQENGIQKHRTALPAPMFTRSDFSVWSILKKCIGLELSKITMPIAFNEPLSFLQRITEYMEHVYLIHKASSQSQPLERMQSVAAFAVSAVASQWERTGKPFNPLLGETYELIREDLGFRFISEQVSHHPPISAFYSEGLNQDFRFHGSIYPKLKFWGKSVEAEPRGTITLELLKHNEAYTWTNPTCCVHNVILGQLWIEQYGIVEIVNHRTGDKCILHFKPCGLFGKELHRVEGYIQDKNRKKLFIMYG.... Result: 0 (no interaction). (3) The miRNA is hsa-miR-5007-3p with sequence AUCAUAUGAACCAAACUCUAAU. The protein sequence of the target gene is MLLQPAPCAPSAGFPRPLAAPGAMHGSQKDTTFTKIFVGGLPYHTTDASLRKYFEGFGDIEEAVVITDRQTGKSRGYGFVTMADRAAAERACKDPNPIIDGRKANVNLAYLGAKPRSLQTGFAIGVQQLHPTLIQRTYGLTPHYIYPPAIVQPSVVIPAAPVPSLSSPYIEYTPASPAYAQYPPATYDQYPYAASPATAASFVGYSYPAAVPQALSAAAPAGTTFVQYQAPQLQPDRMQ. Result: 0 (no interaction). (4) The miRNA is hsa-miR-26a-5p with sequence UUCAAGUAAUCCAGGAUAGGCU. The protein sequence of the target gene is MDADMDYERPNVETIKCVVVGDNAVGKTRLICARACNTTLTQYQLLATHVPTVWAIDQYRVCQEVLERSRDVVDEVSVSLRLWDTFGDHHKDRRFAYGRSDVVVLCFSIANPNSLNHVKSMWYPEIKHFCPRTPVILVGCQLDLRYADLEAVNRARRPLARPIKRGDILPPEKGREVAKELGLPYYETSVFDQFGIKDVFDNAIRAALISRRHLQFWKSHLKKVQKPLLQAPFLPPKAPPPVIKIPECPSMGTNEAACLLDNPLCADVLFILQDQEHIFAHRIYLATSSSKFYDLFLMEC.... Result: 1 (interaction). (5) The miRNA is mmu-miR-335-3p with sequence UUUUUCAUUAUUGCUCCUGACC. The protein sequence of the target gene is MADKEAGGGDAGPRETAPTSTYSSPARSLGDTGITPLSPSHILNDADPVSEQQTFLVVVAIDFGTTSSGYAYSFTKEPECIHVMRRWEGGDPGVSNQKTPTTILLTPERKFHSFGYAARDFYHDLDPSEAKQWLYLEKFKMKLHTTGDLTMDTDLTAANGKKVKALEIFAYALQYFKEQALKELSDQAGSDFENSDVRWVITVPAIWKQPAKQFMREAAYQAGLASPENSEQLIIALEPEAASIYCRKLRLHQMIELSSKAVVNGYSASDTVGAGFAQAKEHVRRNRQSRTFLVENVIGE.... Result: 1 (interaction). (6) The miRNA is hsa-miR-5004-5p with sequence UGAGGACAGGGCAAAUUCACGA. The protein sequence of the target gene is MAGPEPPMPLSRGGPGSASLSPPRGDRTLLVRHLPAELTAEEKEDLLKYFGAQSVRVLSDKGRLKHTAFATFPNEKAAIKALTRLHQLKLLGHTLVVEFAKEQDRVHSPCSTSNTEKKKRLDDTVENDKEKKEPDILTVENGIAPNHGLTFPLNSCLKYMYPPPSSTILANIVNALASVPKFYVQVLHLMNKMNLPTPFGPITARPPMYEDYMPLHAPLPPTSPQPPEEPPLPDEDEDLSSKESEYESSDEEDRQRMNRLMELANLQPKRPKTEKPRHVRKKRKIKDMLNIPSSASHSLH.... Result: 0 (no interaction). (7) The miRNA is hsa-miR-218-2-3p with sequence CAUGGUUCUGUCAAGCACCGCG. The protein sequence of the target gene is MSAFRLWPGLLIMLGSLCHRGSPCGLSTHVEIGHRALEFLQLHNGRVNYRELLLEHQDAYQAGIVFPDCFYPSICKGGKFHDVSESTHWTPFLNASVHYIRENYPLPWEKDTEKLVAFLFGITSHMAADVSWHSLGLEQGFLRTMGAIDFHGSYSEAHSAGDFGGDVLSQFEFNFNYLARRWYVPVKDLLGIYEKLYGRKVITENVIVDCSHIQFLEMYGEMLAVSKLYPTYSTKSPFLVEQFQEYFLGGLDDMAFWSTNIYHLTSFMLENGTSDCNLPENPLFIACGGQQNHTQGSKMQ.... Result: 0 (no interaction).